This data is from Full USPTO retrosynthesis dataset with 1.9M reactions from patents (1976-2016). The task is: Predict the reactants needed to synthesize the given product. (1) Given the product [OH:8][C:9]1[CH:10]=[C:11]([CH:15]2[CH2:19][N:18]([C:20]3[CH:21]=[C:22]([CH:26]=[CH:27][CH:28]=3)[C:23]([NH2:25])=[O:24])[C:17](=[O:29])[CH2:16]2)[CH:12]=[CH:13][CH:14]=1, predict the reactants needed to synthesize it. The reactants are: C([O:8][C:9]1[CH:10]=[C:11]([CH:15]2[CH2:19][N:18]([C:20]3[CH:21]=[C:22]([CH:26]=[CH:27][CH:28]=3)[C:23]([NH2:25])=[O:24])[C:17](=[O:29])[CH2:16]2)[CH:12]=[CH:13][CH:14]=1)C1C=CC=CC=1. (2) The reactants are: [OH:1][C:2]([C:35]1[S:36][CH:37]=[CH:38][CH:39]=1)([C:30]1[S:31][CH:32]=[CH:33][CH:34]=1)[C:3]([O:5][C@H:6]1[CH2:11][CH2:10][C@H:9]([N:12]([CH2:14][CH2:15][C:16]([NH:18][C:19]2[CH:24]=[C:23]([O:25][CH3:26])[C:22]([CH2:27][OH:28])=[CH:21][C:20]=2[Cl:29])=[O:17])[CH3:13])[CH2:8][CH2:7]1)=[O:4]. Given the product [OH:1][C:2]([C:30]1[S:31][CH:32]=[CH:33][CH:34]=1)([C:35]1[S:36][CH:37]=[CH:38][CH:39]=1)[C:3]([O:5][C@H:6]1[CH2:7][CH2:8][C@H:9]([N:12]([CH2:14][CH2:15][C:16]([NH:18][C:19]2[CH:24]=[C:23]([O:25][CH3:26])[C:22]([CH:27]=[O:28])=[CH:21][C:20]=2[Cl:29])=[O:17])[CH3:13])[CH2:10][CH2:11]1)=[O:4], predict the reactants needed to synthesize it. (3) Given the product [Cl:26][C:27]1[C:32]([C:2]2[N:6]([S:7]([C:10]3[CH:11]=[N:12][CH:13]=[CH:14][CH:15]=3)(=[O:9])=[O:8])[CH:5]=[C:4]([CH2:16][N:17]([CH3:25])[C:18](=[O:24])[O:19][C:20]([CH3:23])([CH3:22])[CH3:21])[CH:3]=2)=[CH:31][CH:30]=[CH:29][N:28]=1, predict the reactants needed to synthesize it. The reactants are: Br[C:2]1[N:6]([S:7]([C:10]2[CH:11]=[N:12][CH:13]=[CH:14][CH:15]=2)(=[O:9])=[O:8])[CH:5]=[C:4]([CH2:16][N:17]([CH3:25])[C:18](=[O:24])[O:19][C:20]([CH3:23])([CH3:22])[CH3:21])[CH:3]=1.[Cl:26][C:27]1[C:32](B(O)O)=[CH:31][CH:30]=[CH:29][N:28]=1.C(=O)([O-])[O-].[Na+].[Na+]. (4) Given the product [CH3:10][O:6][C:5](=[O:7])[C:4]([CH3:9])([CH3:8])[CH2:3][CH2:2][OH:1], predict the reactants needed to synthesize it. The reactants are: [OH:1][CH2:2][CH2:3][C:4]([CH3:9])([CH3:8])[C:5]([OH:7])=[O:6].[CH3:10]CCCCC.C[Si](C=[N+]=[N-])(C)C. (5) Given the product [ClH:33].[NH2:21][CH2:20][C:19]1[CH:29]=[CH:30][C:16]([C:5]2[C:6]3[C:7]4[CH:15]=[CH:14][S:13][C:8]=4[C:9](=[O:12])[NH:10][C:11]=3[C:2]([F:1])=[CH:3][C:4]=2[O:31][CH3:32])=[CH:17][CH:18]=1, predict the reactants needed to synthesize it. The reactants are: [F:1][C:2]1[C:11]2[NH:10][C:9](=[O:12])[C:8]3[S:13][CH:14]=[CH:15][C:7]=3[C:6]=2[C:5]([C:16]2[CH:30]=[CH:29][C:19]([CH2:20][NH:21]C(=O)OC(C)(C)C)=[CH:18][CH:17]=2)=[C:4]([O:31][CH3:32])[CH:3]=1.[ClH:33]. (6) Given the product [Si:34]([O:1][C:2]1[C:3]2[C:19]3[C:10](=[C:11]4[C:16](=[CH:17][CH:18]=3)[NH:15][C:14]([CH3:20])([CH3:21])[CH:13]=[C:12]4[CH3:22])[C:9](=[O:23])[O:8][C:4]=2[CH:5]=[CH:6][CH:7]=1)([C:31]([CH3:33])([CH3:32])[CH3:30])([CH3:36])[CH3:35], predict the reactants needed to synthesize it. The reactants are: [OH:1][C:2]1[C:3]2[C:19]3[C:10](=[C:11]4[C:16](=[CH:17][CH:18]=3)[NH:15][C:14]([CH3:21])([CH3:20])[CH:13]=[C:12]4[CH3:22])[C:9](=[O:23])[O:8][C:4]=2[CH:5]=[CH:6][CH:7]=1.CC([O-])(C)C.[K+].[CH3:30][C:31]([Si:34](Cl)([CH3:36])[CH3:35])([CH3:33])[CH3:32].CCOC(C)=O.CCCCCCC. (7) Given the product [CH3:7][O:6][C:5]1[CH:4]=[C:3]([CH:11]=[CH:10][C:8]=1[O:9][C:12](=[O:14])[CH3:13])[CH:2]=[O:1], predict the reactants needed to synthesize it. The reactants are: [O:1]=[CH:2][C:3]1[CH:11]=[CH:10][C:8]([OH:9])=[C:5]([O:6][CH3:7])[CH:4]=1.[C:12](OC(=O)C)(=[O:14])[CH3:13].N1C=CC=CC=1. (8) Given the product [C:1]1([N:7]2[CH:11]=[C:10]([C:12]([NH:14][CH2:15][CH2:16][NH:17][C:18]([C:20]3[CH:21]=[CH:22][C:23]([NH:52][C:55](=[O:40])[O:61][C:58]([CH3:60])([CH3:59])[CH3:57])=[N:24][CH:25]=3)=[O:19])=[O:13])[C:9]([C:29]([F:30])([F:31])[F:32])=[N:8]2)[CH:6]=[CH:5][CH:4]=[CH:3][CH:2]=1, predict the reactants needed to synthesize it. The reactants are: [C:1]1([N:7]2[CH:11]=[C:10]([C:12]([NH:14][CH2:15][CH2:16][NH:17][C:18]([C:20]3[CH:21]=[CH:22][C:23](C(O)=O)=[N:24][CH:25]=3)=[O:19])=[O:13])[C:9]([C:29]([F:32])([F:31])[F:30])=[N:8]2)[CH:6]=[CH:5][CH:4]=[CH:3][CH:2]=1.C1(P(N=[N+]=[N-])(C2C=CC=CC=2)=[O:40])C=CC=CC=1.C([N:52]([CH2:55]C)CC)C.[CH3:57][C:58]([OH:61])([CH3:60])[CH3:59].